From a dataset of Reaction yield outcomes from USPTO patents with 853,638 reactions. Predict the reaction yield, written as a fraction of the theoretical maximum amount of product (1.0 means a 100% yield; for example, 0.34 means a 34% yield). (1) The reactants are [CH3:1][S@:2]([C:4]1[CH:9]=[CH:8][C:7]([CH3:10])=[CH:6][CH:5]=1)=[O:3].O1CCCC1.C([N-]C(C)C)(C)C.[Li+].[F:24][C:25]([F:41])([F:40])[C:26](=[O:39])[CH2:27][C:28]([C:31]1[CH:36]=[C:35]([F:37])[CH:34]=[CH:33][C:32]=1[CH3:38])([CH3:30])[CH3:29]. The catalyst is C1COCC1.C1CCCCC1. The product is [F:41][C:25]([F:24])([F:40])[C@@:26]([CH2:1][S@:2]([C:4]1[CH:9]=[CH:8][C:7]([CH3:10])=[CH:6][CH:5]=1)=[O:3])([OH:39])[CH2:27][C:28]([C:31]1[CH:36]=[C:35]([F:37])[CH:34]=[CH:33][C:32]=1[CH3:38])([CH3:30])[CH3:29]. The yield is 0.550. (2) The reactants are C(OC([N:8]1[CH2:12][CH2:11][CH2:10][C@@H:9]1[CH2:13][O:14][C:15]1[CH:20]=[CH:19][C:18]([O:21][C:22]2[O:23][C:24]3[CH:30]=[CH:29][CH:28]=[CH:27][C:25]=3[N:26]=2)=[CH:17][CH:16]=1)=O)(C)(C)C.[ClH:31]. The catalyst is O1CCOCC1. The product is [ClH:31].[O:23]1[C:24]2[CH:30]=[CH:29][CH:28]=[CH:27][C:25]=2[N:26]=[C:22]1[O:21][C:18]1[CH:19]=[CH:20][C:15]([O:14][CH2:13][C@H:9]2[CH2:10][CH2:11][CH2:12][NH:8]2)=[CH:16][CH:17]=1. The yield is 0.800. (3) The reactants are [H-].[Na+].[CH2:3]([N:10]1[CH2:15][CH2:14][C:13]([CH2:17][C:18]2[CH:23]=[C:22]([CH3:24])[CH:21]=[CH:20][C:19]=2F)([OH:16])[CH2:12][CH2:11]1)[C:4]1[CH:9]=[CH:8][CH:7]=[CH:6][CH:5]=1.CN(C=O)C.O. The catalyst is C1(C)C=CC=CC=1. The product is [CH2:3]([N:10]1[CH2:15][CH2:14][C:13]2([CH2:17][C:18]3[CH:23]=[C:22]([CH3:24])[CH:21]=[CH:20][C:19]=3[O:16]2)[CH2:12][CH2:11]1)[C:4]1[CH:9]=[CH:8][CH:7]=[CH:6][CH:5]=1. The yield is 0.410. (4) The reactants are [F:1][C:2]([F:18])([F:17])[CH:3]([C:5]1[CH:10]=[CH:9][CH:8]=[CH:7][C:6]=1[C:11]1[CH:16]=[CH:15][N:14]=[CH:13][CH:12]=1)[OH:4].[Cl:19][C:20]1[CH:25]=[C:24](Cl)[N:23]=[CH:22][N:21]=1.C(=O)([O-])[O-].[Cs+].[Cs+].O1CCOCC1. The catalyst is C(OCC)(=O)C. The product is [Cl:19][C:20]1[CH:25]=[C:24]([O:4][CH:3]([C:5]2[CH:10]=[CH:9][CH:8]=[CH:7][C:6]=2[C:11]2[CH:16]=[CH:15][N:14]=[CH:13][CH:12]=2)[C:2]([F:1])([F:17])[F:18])[N:23]=[CH:22][N:21]=1. The yield is 0.760. (5) The reactants are C(O[C:4]([C:6]1[N:10]2[CH2:11][CH2:12][N:13]([C:14]3[C:19]([CH3:20])=[CH:18][C:17]([CH3:21])=[CH:16][C:15]=3[CH3:22])[C:9]2=[N:8][C:7]=1[CH2:23][CH3:24])=[O:5])C.[CH2:25]([Mg]Cl)[CH2:26][CH3:27].[C:30]1(C)[CH:35]=CC=C[CH:31]=1. The catalyst is O1CCCC1. The product is [CH2:23]([C:7]1[N:8]=[C:9]2[N:13]([C:14]3[C:19]([CH3:20])=[CH:18][C:17]([CH3:21])=[CH:16][C:15]=3[CH3:22])[CH2:12][CH2:11][N:10]2[C:6]=1[C:4]([OH:5])([CH2:31][CH2:30][CH3:35])[CH2:25][CH2:26][CH3:27])[CH3:24]. The yield is 0.860. (6) The reactants are [N:1]1([C:7]2[C:16]3[C:11](=[CH:12][CH:13]=[C:14]([C:17]4[CH:18]=[C:19]([NH2:23])[CH:20]=[N:21][CH:22]=4)[CH:15]=3)[N:10]=[CH:9][N:8]=2)[CH2:6][CH2:5][O:4][CH2:3][CH2:2]1.N1C=CC=CC=1.[C:30]1([S:36](Cl)(=[O:38])=[O:37])[CH:35]=[CH:34][CH:33]=[CH:32][CH:31]=1. The catalyst is C(Cl)Cl. The product is [N:1]1([C:7]2[C:16]3[C:11](=[CH:12][CH:13]=[C:14]([C:17]4[CH:18]=[C:19]([NH:23][S:36]([C:30]5[CH:35]=[CH:34][CH:33]=[CH:32][CH:31]=5)(=[O:38])=[O:37])[CH:20]=[N:21][CH:22]=4)[CH:15]=3)[N:10]=[CH:9][N:8]=2)[CH2:6][CH2:5][O:4][CH2:3][CH2:2]1. The yield is 0.360. (7) The reactants are [I:1][C:2]1[C:10]2[C:5](=[CH:6][CH:7]=[C:8]([C:11]([OH:13])=O)[CH:9]=2)[NH:4][N:3]=1.[CH:14]1([CH:19]([C:22]2[CH:27]=[CH:26][CH:25]=[CH:24][CH:23]=2)[CH2:20][NH2:21])[CH2:18][CH2:17][CH2:16][CH2:15]1.CN(C(ON1N=NC2C=CC=CC1=2)=[N+](C)C)C.[B-](F)(F)(F)F.CCN(C(C)C)C(C)C. The catalyst is CN(C=O)C. The product is [CH:14]1([CH:19]([C:22]2[CH:23]=[CH:24][CH:25]=[CH:26][CH:27]=2)[CH2:20][NH:21][C:11]([C:8]2[CH:9]=[C:10]3[C:5](=[CH:6][CH:7]=2)[NH:4][N:3]=[C:2]3[I:1])=[O:13])[CH2:18][CH2:17][CH2:16][CH2:15]1. The yield is 0.750.